This data is from Catalyst prediction with 721,799 reactions and 888 catalyst types from USPTO. The task is: Predict which catalyst facilitates the given reaction. (1) Reactant: [CH3:1][C:2]1[CH:7]=[CH:6][N:5]=[CH:4][C:3]=1[N:8]1[CH2:12][CH2:11][NH:10][C:9]1=[O:13].Br[C:15]1[CH:16]=[C:17]([CH:20]([F:22])[F:21])[S:18][CH:19]=1.N[C@@H]1CCCC[C@H]1N.P([O-])([O-])([O-])=O.[K+].[K+].[K+]. Product: [F:21][CH:20]([F:22])[C:17]1[S:18][CH:19]=[C:15]([N:10]2[CH2:11][CH2:12][N:8]([C:3]3[CH:4]=[N:5][CH:6]=[CH:7][C:2]=3[CH3:1])[C:9]2=[O:13])[CH:16]=1. The catalyst class is: 246. (2) Reactant: [Br:1][C:2]1[CH:3]=[CH:4][C:5]([O:10][C:11]([F:14])([F:13])[F:12])=[C:6]([CH:9]=1)[CH2:7]Br.[N-:15]=[N+:16]=[N-:17].[Na+]. Product: [Br:1][C:2]1[CH:3]=[CH:4][C:5]([O:10][C:11]([F:14])([F:13])[F:12])=[C:6]([CH:9]=1)[CH2:7][N:15]=[N+:16]=[N-:17]. The catalyst class is: 3. (3) Reactant: [Li].[Cl:2][C:3]1[CH:8]=[C:7]([F:9])[CH:6]=[CH:5][C:4]=1[C@@H:10]1[C:15]([C:16]([O:18][C@H:19](C)C(OC(C)C)=O)=[O:17])=[C:14]([CH2:27][N:28]2[CH2:33][CH2:32][O:31][CH2:30][CH2:29]2)[NH:13][C:12]([C:34]2[S:35][CH:36]=[CH:37][N:38]=2)=[N:11]1. Product: [Cl:2][C:3]1[CH:8]=[C:7]([F:9])[CH:6]=[CH:5][C:4]=1[C@H:10]1[C:15]([C:16]([O:18][CH3:19])=[O:17])=[C:14]([CH2:27][N:28]2[CH2:29][CH2:30][O:31][CH2:32][CH2:33]2)[NH:13][C:12]([C:34]2[S:35][CH:36]=[CH:37][N:38]=2)=[N:11]1. The catalyst class is: 5. (4) Reactant: [CH3:1][S:2][C:3]1[N:8]=[CH:7][N:6]=[C:5]([O:9][C:10]2[CH:15]=[CH:14][C:13]([NH2:16])=[CH:12][CH:11]=2)[CH:4]=1.[F:17][C:18]([F:29])([F:28])[C:19]1[CH:20]=[C:21]([N:25]=[C:26]=[O:27])[CH:22]=[CH:23][CH:24]=1. Product: [CH3:1][S:2][C:3]1[N:8]=[CH:7][N:6]=[C:5]([O:9][C:10]2[CH:15]=[CH:14][C:13]([NH:16][C:26]([NH:25][C:21]3[CH:22]=[CH:23][CH:24]=[C:19]([C:18]([F:17])([F:28])[F:29])[CH:20]=3)=[O:27])=[CH:12][CH:11]=2)[CH:4]=1. The catalyst class is: 1. (5) Reactant: [CH2:1]([N:3]=[C:4]=[O:5])[CH3:2].[NH2:6][C:7]1[N:38]=[C:10]2[CH:11]=[C:12]([C:20]3[CH:21]=[N:22][C:23]([N:26]4[CH2:31][CH2:30][C:29]([CH3:37])([C:32]([O:34][CH2:35][CH3:36])=[O:33])[CH2:28][CH2:27]4)=[N:24][CH:25]=3)[CH:13]=[C:14]([N:15]3[CH:19]=[CH:18][CH:17]=[N:16]3)[N:9]2[N:8]=1. Product: [CH2:1]([NH:3][C:4]([NH:6][C:7]1[N:38]=[C:10]2[CH:11]=[C:12]([C:20]3[CH:25]=[N:24][C:23]([N:26]4[CH2:31][CH2:30][C:29]([CH3:37])([C:32]([O:34][CH2:35][CH3:36])=[O:33])[CH2:28][CH2:27]4)=[N:22][CH:21]=3)[CH:13]=[C:14]([N:15]3[CH:19]=[CH:18][CH:17]=[N:16]3)[N:9]2[N:8]=1)=[O:5])[CH3:2]. The catalyst class is: 12.